This data is from Full USPTO retrosynthesis dataset with 1.9M reactions from patents (1976-2016). The task is: Predict the reactants needed to synthesize the given product. (1) Given the product [Cl:1][C:2]1[N:10]=[C:9]2[C:5]([N:6]=[CH:7][N:8]2[CH:13]2[CH2:14][CH2:15][CH2:16][CH2:17][O:12]2)=[C:4]([Cl:11])[N:3]=1, predict the reactants needed to synthesize it. The reactants are: [Cl:1][C:2]1[N:10]=[C:9]2[C:5]([N:6]=[CH:7][NH:8]2)=[C:4]([Cl:11])[N:3]=1.[O:12]1[CH:17]=[CH:16][CH2:15][CH2:14][CH2:13]1.O.C1(C)C=CC(S(O)(=O)=O)=CC=1. (2) Given the product [P:2]([O-:6])([O-:5])([O-:4])=[O:3].[O-:9][P:8]([O:10][P:11]([O-:30])([O-:13])=[O:12])(=[O:7])[O-:25], predict the reactants needed to synthesize it. The reactants are: [Na].[P:2]([O-:6])([O-:5])([O-:4])=[O:3].[O-:7][P:8]1([O:25]P([O-])(=O)[O:13][P:11]([O-:30])(=[O:12])[O:10][P:8]([O-:25])(=[O:9])[O:7]P([O-])(=O)[O:13][P:11]([O-:30])(=[O:12])[O:10]1)=[O:9].[Na+].[Na+].[Na+].[Na+].[Na+].[Na+].[O-]P(OP(OP([O-])([O-])=O)([O-])=O)(=O)[O-].[Na+].[Na+].[Na+].[Na+].[Na+]. (3) Given the product [C:37]([N:29]1[CH2:30][CH2:31][CH2:32][CH:27]([CH:9]([C:7]2[NH:6][C:5]3[CH:33]=[CH:34][C:2]([Cl:1])=[CH:3][C:4]=3[N:8]=2)[NH:10][C:11](=[O:26])[C:12]2[CH:17]=[CH:16][C:15]([C:18]([N:20]3[CH2:24][CH2:23][CH2:22][CH2:21]3)=[O:19])=[C:14]([CH3:25])[CH:13]=2)[CH2:28]1)(=[O:39])[CH3:38], predict the reactants needed to synthesize it. The reactants are: [Cl:1][C:2]1[CH:34]=[CH:33][C:5]2[NH:6][C:7]([CH:9]([CH:27]3[CH2:32][CH2:31][CH2:30][NH:29][CH2:28]3)[NH:10][C:11](=[O:26])[C:12]3[CH:17]=[CH:16][C:15]([C:18]([N:20]4[CH2:24][CH2:23][CH2:22][CH2:21]4)=[O:19])=[C:14]([CH3:25])[CH:13]=3)=[N:8][C:4]=2[CH:3]=1.[H-].[Na+].[C:37](Cl)(=[O:39])[CH3:38].O. (4) Given the product [Cl:15][C:6]1[C:5]2[C:9](=[CH:10][C:2]([F:1])=[C:3]([N+:11]([O-:13])=[O:12])[CH:4]=2)[NH:8][N:7]=1, predict the reactants needed to synthesize it. The reactants are: [F:1][C:2]1[CH:10]=[C:9]2[C:5]([CH:6]=[N:7][NH:8]2)=[CH:4][C:3]=1[N+:11]([O-:13])=[O:12].[O-][Cl:15].[Na+]. (5) The reactants are: [CH3:1][C:2]1[CH:3]=[C:4]([CH:7]=[CH:8][N:9]=1)[C:5]#[N:6].Br[CH2:11][C:12](=O)[CH3:13].C(=O)([O-])O.[Na+].C(#N)C. Given the product [CH3:13][C:12]1[CH:1]=[C:2]2[N:9]([CH:11]=1)[CH:8]=[CH:7][C:4]([C:5]#[N:6])=[CH:3]2, predict the reactants needed to synthesize it.